From a dataset of Experimentally validated miRNA-target interactions with 360,000+ pairs, plus equal number of negative samples. Binary Classification. Given a miRNA mature sequence and a target amino acid sequence, predict their likelihood of interaction. (1) The miRNA is hsa-miR-6822-5p with sequence CAGGGAACCAGUUGGGGCUU. The protein sequence of the target gene is MKEMSANTMLDSQRQQKHYGITSPISLACPKEIDHIYTQKLIDAMKPFGVFEDEEELNHRLVVLGKLNNLVKEWISDISESKNLPPSVVATVGGKIFTFGSYRLGVHTKGADIDALCVAPRHVERSDFFQSFFEKLKHQDGIRNLRAVEDAFVPVIKFEFDGIEIDLVFARLAIQTISDNLDLRDDSRLRSLDIRCIRSLNGCRVTDEILHLVPNKETFRLTLRAVKLWAKRRGIYSNMLGFLGGVSWAMLVARTCQLYPNAAASTLVHKFFLVFSKWEWPNPVLLKQPEESNLNLPVWD.... Result: 0 (no interaction). (2) The miRNA is mmu-miR-1247-5p with sequence ACCCGUCCCGUUCGUCCCCGGA. The protein sequence of the target gene is MAEQLSPGKAVDQVCTFLFKKPGRKGAAGRRKRPACDPEPGESGSSSDEGCTVVRPEKKRVTHNPMIQKTRDSGKQKAAYGDLSSEEEEENEPESLGVVYKSTRSAKPVGPEDMGATAVYELDTEKERDAQAIFERSQKIQEELRGKEDDKIYRGINNYQKYMKPKDTSMGNASSGMVRKGPIRAPEHLRATVRWDYQPDICKDYKETGFCGFGDSCKFLHDRSDYKHGWQIERELDEGRYGVYEDENYEVGSDDEEIPFKCFICRQSFQNPVVTKCRHYFCESCALQHFRTTPRCYVCD.... Result: 0 (no interaction). (3) The miRNA is mmu-miR-672-5p with sequence UGAGGUUGGUGUACUGUGUGUGA. The protein sequence of the target gene is MDVRRLKVNELREELQRRGLDTRGLKAELAERLQAALEAEEPDDERELDADDEPGRPGHINEEVETEGGSELEGTAQPPPPGLQPHAEPGGYSGPDGHYAMDNITRQNQFYDTQVIKQENESGYERRPLEMEQQQAYRPEMKTEMKQGAPTSFLPPEASQLKPDRQQFQSRKRPYEENRGRGYFEHREDRRGRSPQPPAEEDEDDFDDTLVAIDTYNCDLHFKVARDRSSGYPLTIEGFAYLWSGARASYGVRRGRVCFEMKINEEISVKHLPSTEPDPHVVRIGWSLDSCSTQLGEEPF.... Result: 0 (no interaction). (4) The miRNA is mmu-miR-466d-3p with sequence UAUACAUACACGCACACAUAG. The protein sequence of the target gene is MGRKKIQITRIMDERNRQVTFTKRKFGLMKKAYELSVLCDCEIALIIFNSSNKLFQYASTDMDKVLLKYTEYNEPHESRTNSDIVETLRKKGLNGCESPDADDYFEHSPLSEDRFSKLNEDSDFIFKRGPPGLPPQNFSMSVTVPVTSPNALSYTNPGSSLVSPSLAASSTLADSSMLSPPPATLHRNVSPGAPQRPPSTGSASGMLSTTDLTVPNGAGNSPVGNGFVNSRASPNLIGNTGANSLGKVMPTKSPPPPGGGSLGMNSRKPDLRVVIPPSSKGMMPPLSEEEELELNAQRIS.... Result: 1 (interaction). (5) The miRNA is hsa-miR-146a-5p with sequence UGAGAACUGAAUUCCAUGGGUU. The protein sequence of the target gene is MMYIRQRKETKPIEVSEDFPSPKEDVKLEKKLPSGCASGRFWKILSSAVGGTVALCIGLLTSVYLATLHENDLWFSNIKEVEREISFRTECGLYYSYYKQMLQAPTLLQGFHGLIYDNKTESMRTINLLQRMNIYQEVFLSVLYRVLPIQKYLEPVYFYIYTLFGLQAVYVTALYITSWLLSGTWLSGLLAALWYVTNRIDTTRVEFTIPLRENWALPFFAIQIAAITYFLRPNLQPLSERLTLLAIFVSTFLFSLTWQFNQFMMLLQALVLFILDSLDMLPAMKATWLYGIQISCLLLV.... Result: 0 (no interaction). (6) The miRNA is hsa-miR-129-5p with sequence CUUUUUGCGGUCUGGGCUUGC. The protein sequence of the target gene is MAPKKLSCLRSLLLPLSLTLLLPQADTRSFVVDRGHDRFLLDGAPFRYVSGSLHYFRVPRVLWADRLLKMRWSGLNAIQFYVPWNYHEPQPGVYNFNGSRDLIAFLNEAALANLLVILRPGPYICAEWEMGGLPSWLLRKPEIHLRTSDPDFLAAVDSWFKVLLPKIYPWLYHNGGNIISIQVENEYGSYRACDFSYMRHLAGLFRALLGEKILLFTTDGPEGLKCGSLRGLYTTVDFGPADNMTKIFTLLRKYEPHGPLVNSEYYTGWLDYWGQNHSTRSVSAVTKGLENMLKLGASVN.... Result: 1 (interaction). (7) The miRNA is hsa-miR-877-5p with sequence GUAGAGGAGAUGGCGCAGGG. The protein sequence of the target gene is MDAKARNCLLQHREALEKDIKTSYIMDHMISNGVLSVIEEEKVKSQATQYQRAAALIKMILNKDNCAYISFYNALLHEGYKDLAALLQSGLPLVSSSSGKDTDGGITSFVRTVLCEGGVPQRPVIFVTRKKLVHAIQQKLWKLNGEPGWVTIYGMAGCGKSVLAAEAVRDHSLLEGCFSGGVHWVSIGKQDKSGLLMKLQNLCMRLDQEESFSQRLPLNIEEAKDRLRVLMLRKHPRSLLILDDVWDPWVLKAFDNQCQILLTTRDKSVTDSVMGPKHVVPVESGLGREKGLEILSLFVN.... Result: 0 (no interaction).